The task is: Predict the reactants needed to synthesize the given product.. This data is from Full USPTO retrosynthesis dataset with 1.9M reactions from patents (1976-2016). (1) The reactants are: [C:1]([NH:8][C:9]1[CH:10]=[C:11]([CH:15]=[CH:16][CH:17]=1)[C:12]([OH:14])=O)([O:3][C:4]([CH3:7])([CH3:6])[CH3:5])=[O:2].CN(C(ON1N=NC2C=CC=NC1=2)=[N+](C)C)C.F[P-](F)(F)(F)(F)F.[C:42]1([C@@H:52]([NH2:54])[CH3:53])[C:51]2[C:46](=[CH:47][CH:48]=[CH:49][CH:50]=2)[CH:45]=[CH:44][CH:43]=1.C(N(CC)C(C)C)(C)C. Given the product [C:4]([O:3][C:1](=[O:2])[NH:8][C:9]1[CH:17]=[CH:16][CH:15]=[C:11]([C:12](=[O:14])[NH:54][C@H:52]([C:42]2[C:51]3[C:46](=[CH:47][CH:48]=[CH:49][CH:50]=3)[CH:45]=[CH:44][CH:43]=2)[CH3:53])[CH:10]=1)([CH3:5])([CH3:6])[CH3:7], predict the reactants needed to synthesize it. (2) Given the product [CH3:25][O:26][CH2:27][CH2:28][NH:29][C:30]1[C:2]2[CH2:8][CH2:7][CH2:6][C:5]3[CH:9]=[C:10]([N:13]4[CH2:17][C@H:16]([CH2:18][NH:19][C:20](=[O:22])[CH3:21])[O:15][C:14]4=[O:23])[CH:11]=[CH:12][C:4]=3[C:3]=2[NH:32][N:31]=1, predict the reactants needed to synthesize it. The reactants are: Br[CH:2]1[CH2:8][CH2:7][CH2:6][C:5]2[CH:9]=[C:10]([N:13]3[CH2:17][C@H:16]([CH2:18][NH:19][C:20](=[O:22])[CH3:21])[O:15][C:14]3=[O:23])[CH:11]=[CH:12][C:4]=2[C:3]1=O.[CH3:25][O:26][CH2:27][CH2:28][NH:29][C:30](=S)[NH:31][NH2:32]. (3) The reactants are: Cl[CH2:2][CH2:3][CH2:4][CH2:5][O:6][C:7]1[CH:8]=[CH:9][C:10]2[CH2:16][CH2:15][NH:14][C:13](=[O:17])[NH:12][C:11]=2[CH:18]=1.Cl.[F:20][C:21]1[CH:22]=[CH:23][CH:24]=[C:25]2[C:30]=1[C:29]([N:31]1[CH2:36][CH2:35][NH:34][CH2:33][CH2:32]1)=[CH:28][CH:27]=[CH:26]2.[I-].[K+].C(=O)([O-])[O-].[Na+].[Na+]. Given the product [F:20][C:21]1[CH:22]=[CH:23][CH:24]=[C:25]2[C:30]=1[C:29]([N:31]1[CH2:36][CH2:35][N:34]([CH2:2][CH2:3][CH2:4][CH2:5][O:6][C:7]3[CH:8]=[CH:9][C:10]4[CH2:16][CH2:15][NH:14][C:13](=[O:17])[NH:12][C:11]=4[CH:18]=3)[CH2:33][CH2:32]1)=[CH:28][CH:27]=[CH:26]2, predict the reactants needed to synthesize it.